From a dataset of Drug-target binding data from BindingDB using IC50 measurements. Regression. Given a target protein amino acid sequence and a drug SMILES string, predict the binding affinity score between them. We predict pIC50 (pIC50 = -log10(IC50 in M); higher means more potent). Dataset: bindingdb_ic50. (1) The small molecule is Cc1ccc(-c2cc(C(F)(F)F)nn2-c2ccc(S(N)(=O)=O)cc2)cc1. The target protein (Q63921) has sequence MSRRSLSLQFPLLLLLLLLPPPPVLLTDAGVPSPVNPCCYYPCQNQGVCVRFGLDHYQCDCTRTGYSGPNCTIPEIWTWLRSSLRPSPSFTHFLLTHGYWIWEFVNATFIREVLMRLVITVRSNLIPSPPTYNTAHDYISWESFSNVSYYTRILPSVPKDCPTPMGTKGKKQLPDIHLLAQRLLLRREFIPGPQGTNVLFAFFAQHFTHQFFKTSGKMGPGFTKALGHGVDLGHIYGDSLERQYHLRLFKDGKLKYQVLDGEVYPPSVEQASVLMRYPPGVPPEKQMAVGQEVFGLLPGLMLFSTIWLREHNRVCDLLKEEHPTWDDEQLFQTTRLILIGETIKIIIEEYVQHLSGYFLQLKFDPELLFRAQFQYRNRIALEFNHLYHWHPLMPDSFQVGSQEYSYEQFLFNTSMLVDYGVEALVDAFSRQRAGRIGGGRNFDYHVLHVAEDVIKESREMRLQSFNEYRKRFGLKPYTSFQEFTGEKEMAAELEELYGDI.... The pIC50 is 4.8. (2) The drug is N=C(N)c1ccc(C(CS)C(=O)O)cc1. The target protein (P09955) has sequence MLAFLILVTVTLASAHHSGEHFEGEKVFRVNVEDENDISLLHELASTRQIDFWKPDSVTQIKPHSTVDFRVKAEDILAVEDFLEQNELQYEVLINNLRSVLEAQFDSRVRTTGHSYEKYNNWETIEAWTKQVTSENPDLISRTAIGTTFLGNNIYLLKVGKPGPNKPAIFMDCGFHAREWISHAFCQWFVREAVLTYGYESHMTEFLNKLDFYVLPVLNIDGYIYTWTKNRMWRKTRSTNAGTTCIGTDPNRNFDAGWCTTGASTDPCDETYCGSAAESEKETKALADFIRNNLSSIKAYLTIHSYSQMILYPYSYDYKLPENNAELNNLAKAAVKELATLYGTKYTYGPGATTIYPAAGGSDDWAYDQGIKYSFTFELRDKGRYGFILPESQIQATCEETMLAIKYVTNYVLGHL. The pIC50 is 6.1. (3) The compound is CC(C)(C)OC(=O)NC[C@H]1CC[C@H](CNC(=O)c2cc(N3CCC(CCN4CC(O)C4)CC3)nc3ccccc23)CC1. The target protein sequence is MVLLLFLTCLVFSCLTISWLKIWGKMTDSKPLSNSKVDASLLSSKEESFSASDQSEEHGDCSCPLTTPDQEELASHGGPVDASQQRNSVPSSHQKPPRNPLSSNDTCSSPELQTNGVAAPGSEVPEANGLPFPARPQTQRTGSPTREDKKQAHIKRQLMTSFILGSLDDNSSDEDPSASSFQTSSRKGSRASLGTLSQEAALNTADPESHTPTMRPSMSGLHLVKRGREHKKLDLHRDFTVASPAEFVTRFGGNRVIETVLIANNGIAAVKCMRSIRRWAYEMFRNERAIRFVVMVTPEDLKANAEYIKMADQYVPVPGGPNNNNYANVELIIDIAKRIPVQAVWAGWGHASENPKLPELLCKHEIAFLGPPSEAMWALGDKISSTIVAQTLQIPTLPWSGSGLTVEWTEDSQHQGKCISVPEDVYEQGCVRDVDEGLQAAEKVGFPLMIKASEGGGGKGIRRAESAEDFPMLFRQVQSEIPGSPIFLMKLAQNARHLEV.... The pIC50 is 6.8. (4) The pIC50 is 5.2. The compound is Cc1ccc2c(c1)CSc1ccc(CC(=O)O)cc1C2=O. The target protein (P15038) has sequence MELKATTLGKRLAQHPYDRAVILNAGIKVSGDRHEYLIPFNQLLAIHCKRGLVWGELEFVLPDEKVVRLHGTEWGETQRFYHHLDAHWRRWSGEMSEIASGVLRQQLDLIATRTGENKWLTREQTSGVQQQIRQALSALPLPVNRLEEFDNCREAWRKCQAWLKDIESARLQHNQAYTEAMLTEYADFFRQVESSPLNPAQARAVVNGEHSLLVLAGAGSGKTSVLVARAGWLLARGEASPEQILLLAFGRKAAEEMDERIRERLHTEDITARTFHALALHIIQQGSKKVPIVSKLENDTAARHELFIAEWRKQCSEKKAQAKGWRQWLTEEMQWSVPEGNFWDDEKLQRRLASRLDRWVSLMRMHGGAQAEMIASAPEEIRDLFSKRIKLMAPLLKAWKGALKAENAVDFSGLIHQAIVILEKGRFISPWKHILVDEFQDISPQRAALLAALRKQNSQTTLFAVGDDWQAIYRFSGAQMSLTTAFHENFGEGERCDLDT.... (5) The compound is CC(C)C/[NH+]=c1\cc(-c2ccccc2)oc2ccc(Cl)cc12. The target is TRQARRNRRRRWRERQR. The pIC50 is 4.1. (6) The small molecule is Cc1noc(-c2ccc(-c3cc(C#N)cc(C4(C(C)C)C(C#N)=C(N)Oc5n[nH]c(C)c54)c3)s2)n1. The target protein sequence is MFNNDPLQKYDKELFDLLEKEKNRQIETINLIASENLTNTAVRECLGDRISNKYSEGYPHKRYYGGNDYVDKIEELCYKRALEAFNVSEEEWGVNVQPLSGSAANVQALYALVGVKGKIMGMHLCSGGHLTHGFFDEKKKVSITSDLFESKLYKCNSEGYVDMESVRNLALSFQPKVIICGYTSYPRDIDYKGFREICDEVNAYLFADISHISSFVACNLLNNPFTYADVVTTTTHKILRGPRSALIFFNKKRNPGIDQKINSSVFPSFQGGPHNNKIAAVACQLKEVNTPFFKEYTKQVLLNSKALAECLLKRNLDLVTNGTDNHLIVVDLRKYNITGSKLQETCNAINIALNKNTIPSDVDCVSPSGIRIGTPALTTRGCKEKDMEFIADMLLKAILLTDELQQKYGKKLVDFKKGLVNNPKIDELKKEVVQWAKNLPFA. The pIC50 is 6.9.